Dataset: Reaction yield outcomes from USPTO patents with 853,638 reactions. Task: Predict the reaction yield, written as a fraction of the theoretical maximum amount of product (1.0 means a 100% yield; for example, 0.34 means a 34% yield). (1) The reactants are [CH3:1][C:2]1[CH:11]=[C:10]([NH2:12])[C:9]2[C:4](=[CH:5][CH:6]=[C:7]([NH2:13])[CH:8]=2)[N:3]=1.[Cl:14][C:15]1[N:20]=[C:19](Cl)[CH:18]=[C:17]([CH3:22])[N:16]=1.Cl. The catalyst is C(O)CO.O. The product is [Cl:14][C:15]1[N:20]=[C:19]([NH:13][C:7]2[CH:8]=[C:9]3[C:4](=[CH:5][CH:6]=2)[N:3]=[C:2]([CH3:1])[CH:11]=[C:10]3[NH2:12])[CH:18]=[C:17]([CH3:22])[N:16]=1. The yield is 0.270. (2) The reactants are [C:14]1(P([C:14]2[CH:19]=[CH:18][CH:17]=[CH:16][CH:15]=2)[C:14]2[CH:19]=[CH:18][CH:17]=[CH:16][CH:15]=2)[CH:19]=[CH:18][CH:17]=[CH:16][CH:15]=1.[O:20]=[C:21]1CCC[CH:22]1C(OCC=C)=O. The catalyst is C1COCC1.C([O-])(=O)C.[Pd+2].C([O-])(=O)C. The product is [CH2:18]([CH:17]1[CH2:16][CH2:15][CH2:22][C:21]1=[O:20])[CH:19]=[CH2:14]. The yield is 0.710. (3) The reactants are [C:1](N1C=CC=CC1=O)(N1C=CC=CC1=O)=[S:2].[CH3:17][C:18]1[CH:19]=[C:20]2[C:25](=[C:26]([CH3:28])[CH:27]=1)[CH:24]=[N:23][C:22]([NH2:29])=[CH:21]2. The catalyst is ClCCl. The product is [N:29]([C:22]1[N:23]=[CH:24][C:25]2[C:20]([CH:21]=1)=[CH:19][C:18]([CH3:17])=[CH:27][C:26]=2[CH3:28])=[C:1]=[S:2]. The yield is 0.0800. (4) The reactants are [OH:1][NH:2][C:3]([C:5]1[C:10]([CH3:11])=[CH:9][CH:8]=[CH:7][N:6]=1)=[NH:4].[Cl:12][C:13]1[CH:21]=[C:17]([C:18](O)=O)[C:16]([OH:22])=[CH:15][CH:14]=1. No catalyst specified. The product is [Cl:12][C:13]1[CH:14]=[CH:15][C:16]([OH:22])=[C:17]([C:18]2[O:1][N:2]=[C:3]([C:5]3[C:10]([CH3:11])=[CH:9][CH:8]=[CH:7][N:6]=3)[N:4]=2)[CH:21]=1. The yield is 0.130. (5) The reactants are Br[C:2]1[CH:35]=[CH:34][C:5]([NH:6][C:7]2[C:16]3[C:11](=[CH:12][C:13]([O:19][CH2:20][CH:21]4CCN(C(OC(C)(C)C)=O)[CH2:23][CH2:22]4)=[C:14]([O:17][CH3:18])[CH:15]=3)[N:10]=[CH:9][N:8]=2)=[C:4]([F:36])[CH:3]=1.[Cl:37]C1C=CC(N)=C(F)C=1.[CH3:46][CH:47](O)[CH3:48]. No catalyst specified. The product is [ClH:37].[CH2:20]([O:19][C:13]1[CH:12]=[C:11]2[C:16]([C:7]([NH:6][C:5]3[CH:34]=[CH:35][C:2]([Cl:37])=[CH:3][C:4]=3[F:36])=[N:8][CH:9]=[N:10]2)=[CH:15][C:14]=1[O:17][CH3:18])[C:21]1[CH:48]=[CH:47][CH:46]=[CH:23][CH:22]=1. The yield is 0.640. (6) The reactants are [NH2:1][C:2]1[CH:3]=[C:4]([S:8]([NH:11][CH2:12][CH2:13][OH:14])(=[O:10])=[O:9])[CH:5]=[CH:6][CH:7]=1.[Cl:15][C:16]1[CH:21]=[C:20]([Cl:22])[CH:19]=[C:18]([Cl:23])[C:17]=1Br.C([O-])([O-])=O.[K+].[K+].CC1(C)C2C(=C(P(C3C=CC=CC=3)C3C=CC=CC=3)C=CC=2)OC2C(P(C3C=CC=CC=3)C3C=CC=CC=3)=CC=CC1=2. The catalyst is C(#N)C.C1C=CC(/C=C/C(/C=C/C2C=CC=CC=2)=O)=CC=1.C1C=CC(/C=C/C(/C=C/C2C=CC=CC=2)=O)=CC=1.C1C=CC(/C=C/C(/C=C/C2C=CC=CC=2)=O)=CC=1.[Pd].[Pd]. The product is [OH:14][CH2:13][CH2:12][NH:11][S:8]([C:4]1[CH:5]=[CH:6][CH:7]=[C:2]([NH:1][C:17]2[C:16]([Cl:15])=[CH:21][C:20]([Cl:22])=[CH:19][C:18]=2[Cl:23])[CH:3]=1)(=[O:10])=[O:9]. The yield is 0.260. (7) The reactants are [NH2:1][CH2:2][CH:3]1[CH2:8][CH2:7][CH2:6][CH2:5][CH2:4]1.[F:9][C:10]([F:36])([F:35])[C:11]1[CH:16]=[CH:15][C:14]([C:17]2[C:18]([C:23]([NH:25][C:26]3[CH:27]=[C:28]([C:32](O)=[O:33])[N:29]([CH3:31])[CH:30]=3)=[O:24])=[CH:19][CH:20]=[CH:21][CH:22]=2)=[CH:13][CH:12]=1.CN(C(ON1N=NC2C=CC=CC1=2)=[N+](C)C)C.[B-](F)(F)(F)F.C(N(CC)CC)C. The catalyst is CN(C)C=O.ClCCl.C(O)C. The product is [CH:3]1([CH2:2][NH:1][C:32]([C:28]2[N:29]([CH3:31])[CH:30]=[C:26]([NH:25][C:23]([C:18]3[C:17]([C:14]4[CH:13]=[CH:12][C:11]([C:10]([F:36])([F:9])[F:35])=[CH:16][CH:15]=4)=[CH:22][CH:21]=[CH:20][CH:19]=3)=[O:24])[CH:27]=2)=[O:33])[CH2:8][CH2:7][CH2:6][CH2:5][CH2:4]1. The yield is 0.990. (8) The reactants are [CH3:1][CH:2]([CH3:15])[CH2:3][CH2:4][NH:5][CH2:6][C:7]1[S:11][C:10](B(O)O)=[CH:9][CH:8]=1.Br[C:17]1[CH:18]=[C:19]2[C:23](=[C:24]([C:26]([NH2:28])=[O:27])[CH:25]=1)[NH:22][CH:21]=[C:20]2[CH:29]1[CH2:34][CH2:33][N:32]([S:35]([CH2:38][CH3:39])(=[O:37])=[O:36])[CH2:31][CH2:30]1.C([O-])([O-])=O.[K+].[K+]. The catalyst is C1C=CC([P]([Pd]([P](C2C=CC=CC=2)(C2C=CC=CC=2)C2C=CC=CC=2)([P](C2C=CC=CC=2)(C2C=CC=CC=2)C2C=CC=CC=2)[P](C2C=CC=CC=2)(C2C=CC=CC=2)C2C=CC=CC=2)(C2C=CC=CC=2)C2C=CC=CC=2)=CC=1. The product is [CH2:38]([S:35]([N:32]1[CH2:31][CH2:30][CH:29]([C:20]2[C:19]3[C:23](=[C:24]([C:26]([NH2:28])=[O:27])[CH:25]=[C:17]([C:10]4[S:11][C:7]([CH2:6][NH:5][CH2:4][CH2:3][CH:2]([CH3:15])[CH3:1])=[CH:8][CH:9]=4)[CH:18]=3)[NH:22][CH:21]=2)[CH2:34][CH2:33]1)(=[O:37])=[O:36])[CH3:39]. The yield is 0.370.